Dataset: Reaction yield outcomes from USPTO patents with 853,638 reactions. Task: Predict the reaction yield, written as a fraction of the theoretical maximum amount of product (1.0 means a 100% yield; for example, 0.34 means a 34% yield). (1) The reactants are [C:1]([C:5]1[O:9][N:8]=[C:7]([NH:10][C:11](=[O:30])[CH2:12][C:13]2[CH:18]=[CH:17][C:16]([C:19]3[CH:20]=[N:21][C:22]([NH:25][CH2:26][CH2:27][O:28][CH3:29])=[CH:23][CH:24]=3)=[CH:15][CH:14]=2)[CH:6]=1)([CH3:4])([CH3:3])[CH3:2].[CH3:31][S:32]([OH:35])(=[O:34])=[O:33]. The catalyst is C(O)C. The product is [CH3:31][S:32]([O-:35])(=[O:34])=[O:33].[C:1]([C:5]1[O:9][N:8]=[C:7]([NH:10][C:11](=[O:30])[CH2:12][C:13]2[CH:18]=[CH:17][C:16]([C:19]3[CH:24]=[CH:23][C:22]([NH2+:25][CH2:26][CH2:27][O:28][CH3:29])=[N:21][CH:20]=3)=[CH:15][CH:14]=2)[CH:6]=1)([CH3:4])([CH3:2])[CH3:3]. The yield is 0.870. (2) The reactants are [C:1]([O:5][C:6]([N:8]([CH:10]1[CH2:12][CH2:11]1)[NH2:9])=[O:7])([CH3:4])([CH3:3])[CH3:2].[C:13]1(B(O)O)[CH:18]=[CH:17][CH:16]=[CH:15][CH:14]=1.C(N(CC)CC)C. The catalyst is ClCCCl.C([O-])(=O)C.[Cu+2].C([O-])(=O)C. The product is [C:1]([O:5][C:6]([N:8]([CH:10]1[CH2:11][CH2:12]1)[NH:9][C:13]1[CH:18]=[CH:17][CH:16]=[CH:15][CH:14]=1)=[O:7])([CH3:4])([CH3:2])[CH3:3]. The yield is 0.450.